Dataset: HIV replication inhibition screening data with 41,000+ compounds from the AIDS Antiviral Screen. Task: Binary Classification. Given a drug SMILES string, predict its activity (active/inactive) in a high-throughput screening assay against a specified biological target. (1) The molecule is Cc1[nH]c2ccccc2c1C1CC(=O)NC1=O. The result is 0 (inactive). (2) The compound is Cc1cc(Cl)c(O)c(-c2cc(-c3ccccc3O)c(C#N)c(N)n2)c1. The result is 0 (inactive). (3) The drug is COc1ccc(C(C2=C(C)C(=O)c3ccccc3C2=O)c2ccc(C(C)C)cc(=O)c2O)cc1. The result is 0 (inactive). (4) The compound is Cc1cn(COCC[Se]c2ccccc2)c(=O)[nH]c1=O. The result is 0 (inactive). (5) The molecule is CCSc1nn(-c2c3ccccc3nc3ccccc23)c(=S)s1. The result is 0 (inactive). (6) The molecule is Cc1cccc(NC(=O)C(=O)Cc2nc3ccccc3nc2O)c1C. The result is 0 (inactive).